Dataset: Peptide-MHC class II binding affinity with 134,281 pairs from IEDB. Task: Regression. Given a peptide amino acid sequence and an MHC pseudo amino acid sequence, predict their binding affinity value. This is MHC class II binding data. (1) The MHC is DRB1_1101 with pseudo-sequence DRB1_1101. The binding affinity (normalized) is 0.470. The peptide sequence is ALKESWGAIWR. (2) The binding affinity (normalized) is 0. The MHC is DRB1_0701 with pseudo-sequence DRB1_0701. The peptide sequence is EEYVEIRQVGDFH. (3) The peptide sequence is FLHYIFMENAFELPT. The MHC is DRB1_1201 with pseudo-sequence DRB1_1201. The binding affinity (normalized) is 0.384. (4) The peptide sequence is EKRYFAATQFEPLAA. The MHC is HLA-DPA10201-DPB10501 with pseudo-sequence HLA-DPA10201-DPB10501. The binding affinity (normalized) is 0.645.